Dataset: Catalyst prediction with 721,799 reactions and 888 catalyst types from USPTO. Task: Predict which catalyst facilitates the given reaction. Product: [CH2:36]([O:35][P:34]([CH:24]([P:26]([O:31][CH2:32][CH3:33])([O:27][CH2:28][CH3:29])=[O:30])[CH2:25][C:15]1[N:11]2[CH:12]=[CH:13][CH:14]=[C:9]([O:8][CH2:1][C:2]3[CH:7]=[CH:6][CH:5]=[CH:4][CH:3]=3)[C:10]2=[N:17][CH:16]=1)(=[O:38])[O:39][CH2:40][CH3:41])[CH3:37]. Reactant: [CH2:1]([O:8][C:9]1[C:10]2[N:11]([C:15](I)=[CH:16][N:17]=2)[CH:12]=[CH:13][CH:14]=1)[C:2]1[CH:7]=[CH:6][CH:5]=[CH:4][CH:3]=1.[Li]CCCC.[CH:24]([P:34]([O:39][CH2:40][CH3:41])(=[O:38])[O:35][CH2:36][CH3:37])([P:26]([O:31][CH2:32][CH3:33])(=[O:30])[O:27][CH2:28][CH3:29])[CH3:25]. The catalyst class is: 1.